Predict the reactants needed to synthesize the given product. From a dataset of Full USPTO retrosynthesis dataset with 1.9M reactions from patents (1976-2016). (1) Given the product [I:1][C:2]1[CH:3]=[CH:4][C:5]([C:6]([C:20]2[CH:21]=[CH:22][C:17]([O:23][CH3:24])=[CH:18][CH:19]=2)=[O:8])=[CH:9][CH:10]=1, predict the reactants needed to synthesize it. The reactants are: [I:1][C:2]1[CH:10]=[CH:9][C:5]([C:6]([OH:8])=O)=[CH:4][CH:3]=1.C(Cl)(=O)C(Cl)=O.[C:17]1([O:23][CH3:24])[CH:22]=[CH:21][CH:20]=[CH:19][CH:18]=1.[Al+3].[Cl-].[Cl-].[Cl-].Cl. (2) Given the product [CH2:1]([S:8]([NH:11][C:12]([CH:14]1[CH2:17][N:16]([C:18]2[C:28]([C:29]#[N:30])=[CH:27][C:21]([C:22]([OH:24])=[O:23])=[C:20]([CH:31]([F:32])[F:33])[N:19]=2)[CH2:15]1)=[O:13])(=[O:9])=[O:10])[C:2]1[CH:3]=[CH:4][CH:5]=[CH:6][CH:7]=1, predict the reactants needed to synthesize it. The reactants are: [CH2:1]([S:8]([NH:11][C:12]([CH:14]1[CH2:17][N:16]([C:18]2[C:28]([C:29]#[N:30])=[CH:27][C:21]([C:22]([O:24]CC)=[O:23])=[C:20]([CH:31]([F:33])[F:32])[N:19]=2)[CH2:15]1)=[O:13])(=[O:10])=[O:9])[C:2]1[CH:7]=[CH:6][CH:5]=[CH:4][CH:3]=1.[OH-].[Na+].CC#N.C(O)=O. (3) Given the product [F:17][C:18]1[C:23]([C:2]2[N:10]=[CH:9][N:8]=[C:7]3[C:3]=2[N:4]=[CH:5][N:6]3[CH:11]2[CH2:16][CH2:15][CH2:14][CH2:13][O:12]2)=[CH:22][CH:21]=[CH:20][N:19]=1, predict the reactants needed to synthesize it. The reactants are: Br[C:2]1[N:10]=[CH:9][N:8]=[C:7]2[C:3]=1[N:4]=[CH:5][N:6]2[CH:11]1[CH2:16][CH2:15][CH2:14][CH2:13][O:12]1.[F:17][C:18]1[C:23](B(O)O)=[CH:22][CH:21]=[CH:20][N:19]=1.C([O-])(=O)C.[K+].C(O)CCC. (4) Given the product [CH3:1][O:2][C:3]1[CH:4]=[C:5]2[C:10](=[CH:11][C:12]=1[O:13][CH3:14])[N:9]=[CH:8][CH:7]=[C:6]2[O:15][C:16]1[CH:22]=[CH:21][C:19]([NH:20][C:43](=[O:49])[O:42][CH2:40][CH2:61][CH2:60][S:59][C:53]2[CH:54]=[C:55]([CH3:58])[CH:56]=[CH:57][C:52]=2[CH3:51])=[C:18]([CH3:23])[C:17]=1[CH3:24], predict the reactants needed to synthesize it. The reactants are: [CH3:1][O:2][C:3]1[CH:4]=[C:5]2[C:10](=[CH:11][C:12]=1[O:13][CH3:14])[N:9]=[CH:8][CH:7]=[C:6]2[O:15][C:16]1[CH:22]=[CH:21][C:19]([NH2:20])=[C:18]([CH3:23])[C:17]=1[CH3:24].C1(C)C=CC=CC=1.C(N(CC)CC)C.Cl[C:40](Cl)([O:42][C:43](=[O:49])OC(Cl)(Cl)Cl)Cl.[CH3:51][C:52]1[CH:57]=[CH:56][C:55]([CH3:58])=[CH:54][C:53]=1[S:59][CH:60](O)[CH2:61]C. (5) Given the product [CH3:3][N:4]1[CH:5]=[C:6]([CH2:7][CH2:8][NH:9][C:16]2[CH:17]=[CH:18][CH:19]=[CH:20][C:15]=2[N+:12]([O-:14])=[O:13])[N:10]=[CH:11]1, predict the reactants needed to synthesize it. The reactants are: Cl.Cl.[CH3:3][N:4]1[CH:11]=[N:10][C:6]([CH2:7][CH2:8][NH2:9])=[CH:5]1.[N+:12]([C:15]1[CH:20]=[CH:19][CH:18]=[CH:17][C:16]=1NC1CCN(C(OC(C)(C)C)=O)CC1)([O-:14])=[O:13].